Predict the reactants needed to synthesize the given product. From a dataset of Full USPTO retrosynthesis dataset with 1.9M reactions from patents (1976-2016). Given the product [Br:34][CH2:29][C:11]1[NH:12][C:13](=[O:27])[N:14]([C:15]([O:17][C:18]2[CH:23]=[CH:22][C:21]([N+:24]([O-:26])=[O:25])=[CH:20][CH:19]=2)=[O:16])[CH:9]([C:4]2[CH:5]=[CH:6][C:7]([F:8])=[C:2]([F:1])[CH:3]=2)[C:10]=1[C:30]([O:32][CH3:33])=[O:31], predict the reactants needed to synthesize it. The reactants are: [F:1][C:2]1[CH:3]=[C:4]([CH:9]2[N:14]([C:15]([O:17][C:18]3[CH:23]=[CH:22][C:21]([N+:24]([O-:26])=[O:25])=[CH:20][CH:19]=3)=[O:16])[C:13]([O:27]C)=[N:12][C:11]([CH3:29])=[C:10]2[C:30]([O:32][CH3:33])=[O:31])[CH:5]=[CH:6][C:7]=1[F:8].[Br:34]Br.